Regression. Given two drug SMILES strings and cell line genomic features, predict the synergy score measuring deviation from expected non-interaction effect. From a dataset of Merck oncology drug combination screen with 23,052 pairs across 39 cell lines. (1) Drug 1: COc1cccc2c1C(=O)c1c(O)c3c(c(O)c1C2=O)CC(O)(C(=O)CO)CC3OC1CC(N)C(O)C(C)O1. Drug 2: Cn1nnc2c(C(N)=O)ncn2c1=O. Cell line: COLO320DM. Synergy scores: synergy=11.7. (2) Drug 1: N#Cc1ccc(Cn2cncc2CN2CCN(c3cccc(Cl)c3)C(=O)C2)cc1. Drug 2: O=C(NOCC(O)CO)c1ccc(F)c(F)c1Nc1ccc(I)cc1F. Cell line: SKMEL30. Synergy scores: synergy=25.4.